Dataset: Full USPTO retrosynthesis dataset with 1.9M reactions from patents (1976-2016). Task: Predict the reactants needed to synthesize the given product. (1) The reactants are: N(C(OC[CH:11]1[C:23]2[C:18](=CC=C[CH:22]=2)[C:17]2[C:12]1=[CH:13][CH:14]=[CH:15][CH:16]=2)=O)[C@H](C(O)=O)C.C1C=CC2N(O)N=[N:30]C=2C=1.C(N=C=NC(C)C)(C)C.N(C(OCC1C2C(=CC=CC=2)C2C1=CC=CC=2)=O)[C@H](C(O)=O)C.C[N:67]([CH:69]=[O:70])C. Given the product [NH2:30][C@H:22]([C:69]([NH2:67])=[O:70])[CH:23]([CH3:11])[CH3:18].[CH2:12]1[CH2:17][CH2:16][CH2:15][CH2:14][CH2:13]1, predict the reactants needed to synthesize it. (2) Given the product [C:4]([O:3][C:1]([N:8]1[CH2:13][CH2:12][CH:11]([NH:14][CH2:36][C:33]2[CH:34]=[CH:15][C:30]([NH:29][C:27]3[CH:26]=[CH:25][N:24]=[C:23]([CH3:22])[CH:28]=3)=[CH:31][CH:32]=2)[CH2:10][CH2:9]1)=[O:2])([CH3:7])([CH3:6])[CH3:5], predict the reactants needed to synthesize it. The reactants are: [C:1]([N:8]1[CH2:13][CH2:12][CH:11]([NH2:14])[CH2:10][CH2:9]1)([O:3][C:4]([CH3:7])([CH3:6])[CH3:5])=[O:2].[CH2:15](N(CC)CC)C.[CH3:22][C:23]1[CH:28]=[C:27]([NH:29][C:30]2N=[CH:34][C:33]([CH:36]=O)=[CH:32][CH:31]=2)[CH:26]=[CH:25][N:24]=1.[BH4-].[Na+]. (3) The reactants are: [Br:1][C:2]1[CH:3]=[C:4]2[C:8](=[CH:9][CH:10]=1)[NH:7][C:6]1[CH:11]=[N:12][C:13]([CH3:15])=[CH:14][C:5]2=1.[O:16]([CH2:23][CH:24]1[CH2:26][O:25]1)[C:17]1[CH:22]=[CH:21][CH:20]=[CH:19][CH:18]=1. Given the product [Br:1][C:2]1[CH:3]=[C:4]2[C:8](=[CH:9][CH:10]=1)[N:7]([CH2:26][CH:24]([OH:25])[CH2:23][O:16][C:17]1[CH:22]=[CH:21][CH:20]=[CH:19][CH:18]=1)[C:6]1[CH:11]=[N:12][C:13]([CH3:15])=[CH:14][C:5]2=1, predict the reactants needed to synthesize it.